Dataset: Catalyst prediction with 721,799 reactions and 888 catalyst types from USPTO. Task: Predict which catalyst facilitates the given reaction. (1) Reactant: [Cl:1][C:2]1[CH:3]=[C:4]([NH:9][C:10]2[C:19]3[C:14](=[CH:15][C:16]([O:32][CH3:33])=[C:17]([O:20][CH:21]4[CH2:26][CH2:25][N:24](C(OCC)=O)[CH2:23][CH2:22]4)[CH:18]=3)[N:13]=[CH:12][N:11]=2)[CH:5]=[CH:6][C:7]=1[F:8].[OH-].[K+]. Product: [Cl:1][C:2]1[CH:3]=[C:4]([NH:9][C:10]2[C:19]3[C:14](=[CH:15][C:16]([O:32][CH3:33])=[C:17]([O:20][CH:21]4[CH2:22][CH2:23][NH:24][CH2:25][CH2:26]4)[CH:18]=3)[N:13]=[CH:12][N:11]=2)[CH:5]=[CH:6][C:7]=1[F:8]. The catalyst class is: 32. (2) Reactant: [N:1]1[CH:6]=[CH:5][CH:4]=[C:3]([NH:7][C:8]2[CH:9]=[N:10][CH:11]=[CH:12][CH:13]=2)[CH:2]=1.[H-].[Na+].Br[CH2:17][C:18]1[C:19]([Cl:24])=[N:20][CH:21]=[CH:22][CH:23]=1. Product: [Cl:24][C:19]1[C:18]([CH2:17][N:7]([C:8]2[CH:9]=[N:10][CH:11]=[CH:12][CH:13]=2)[C:3]2[CH:2]=[N:1][CH:6]=[CH:5][CH:4]=2)=[CH:23][CH:22]=[CH:21][N:20]=1. The catalyst class is: 39. (3) Reactant: [CH3:1][O:2][C:3]1[CH:8]=[C:7]([N+:9]([O-])=O)[CH:6]=[CH:5][C:4]=1[N:12]1[CH:16]=[CH:15][N:14]=[CH:13]1.C(=O)([O-])O.[Na+]. Product: [CH3:1][O:2][C:3]1[CH:8]=[C:7]([NH2:9])[CH:6]=[CH:5][C:4]=1[N:12]1[CH:16]=[CH:15][N:14]=[CH:13]1. The catalyst class is: 336. (4) Reactant: C[O:2][C:3](=O)[NH2:4].[Cl:6][C:7]1[C:8]([F:16])=[C:9]([CH2:13][CH2:14]N)[CH:10]=[CH:11][CH:12]=1. Product: [Cl:6][C:7]1[C:8]([F:16])=[C:9]2[C:10](=[CH:11][CH:12]=1)[C:3](=[O:2])[NH:4][CH2:14][CH2:13]2. The catalyst class is: 6. (5) Reactant: [Br:1][C:2]1[C:3]([O:5][CH2:6][C:7]=1Br)=[O:4].[CH3:9][S:10][C:11]1[CH:16]=[CH:15][C:14](B(O)O)=[CH:13][CH:12]=1.[F-].[Cs+]. Product: [Br:1][C:2]1[C:3]([O:5][CH2:6][C:7]=1[C:14]1[CH:15]=[CH:16][C:11]([S:10][CH3:9])=[CH:12][CH:13]=1)=[O:4]. The catalyst class is: 235. (6) Reactant: [CH2:1]([C:5]1[N:6]([O:18][CH:19]([CH3:21])[CH3:20])[C:7]2[C:16]3[N:15]=[CH:14][CH:13]=[CH:12][C:11]=3[N:10]=[CH:9][C:8]=2[N:17]=1)[CH2:2][CH2:3][CH3:4].ClC1C=C(C=CC=1)C(OO)=[O:27].C(=O)(O)[O-].[Na+]. Product: [CH2:1]([C:5]1[N:6]([O:18][CH:19]([CH3:20])[CH3:21])[C:7]2[C:16]3[N:15]=[CH:14][CH:13]=[CH:12][C:11]=3[N+:10]([O-:27])=[CH:9][C:8]=2[N:17]=1)[CH2:2][CH2:3][CH3:4]. The catalyst class is: 4. (7) Reactant: C([O:8][C:9]1[CH:28]=[CH:27][C:12]([CH2:13][NH:14][C:15](=[O:26])[C@@H:16]([NH:20][S:21]([CH2:24][CH3:25])(=[O:23])=[O:22])[CH:17]([CH3:19])[CH3:18])=[CH:11][C:10]=1[O:29][CH3:30])C1C=CC=CC=1. Product: [CH2:24]([S:21]([NH:20][C@@H:16]([CH:17]([CH3:18])[CH3:19])[C:15]([NH:14][CH2:13][C:12]1[CH:27]=[CH:28][C:9]([OH:8])=[C:10]([O:29][CH3:30])[CH:11]=1)=[O:26])(=[O:22])=[O:23])[CH3:25]. The catalyst class is: 312. (8) Reactant: [NH2:1][C:2]1[CH:7]=[C:6]([F:8])[CH:5]=[CH:4][C:3]=1[SH:9].Br[CH2:11][C:12]1[CH:21]=[CH:20][CH:19]=[CH:18][C:13]=1[C:14]([O:16][CH3:17])=[O:15].C([O-])([O-])=O.[K+].[K+]. Product: [NH2:1][C:2]1[CH:7]=[C:6]([F:8])[CH:5]=[CH:4][C:3]=1[S:9][CH2:11][C:12]1[CH:21]=[CH:20][CH:19]=[CH:18][C:13]=1[C:14]([O:16][CH3:17])=[O:15]. The catalyst class is: 18.